Dataset: TCR-epitope binding with 47,182 pairs between 192 epitopes and 23,139 TCRs. Task: Binary Classification. Given a T-cell receptor sequence (or CDR3 region) and an epitope sequence, predict whether binding occurs between them. The epitope is KLGGALQAK. The TCR CDR3 sequence is CASSAGFSEQFF. Result: 0 (the TCR does not bind to the epitope).